From a dataset of Full USPTO retrosynthesis dataset with 1.9M reactions from patents (1976-2016). Predict the reactants needed to synthesize the given product. (1) Given the product [Cl:21][C:22]1[CH:27]=[CH:26][C:25]([C:2]2[CH:7]=[CH:6][N:5]3[C:8](=[O:14])[N:9]([CH2:11][O:12][CH3:13])[N:10]=[C:4]3[C:3]=2[C:15]2[CH:20]=[CH:19][N:18]=[CH:17][CH:16]=2)=[CH:24][CH:23]=1, predict the reactants needed to synthesize it. The reactants are: Br[C:2]1[CH:7]=[CH:6][N:5]2[C:8](=[O:14])[N:9]([CH2:11][O:12][CH3:13])[N:10]=[C:4]2[C:3]=1[C:15]1[CH:20]=[CH:19][N:18]=[CH:17][CH:16]=1.[Cl:21][C:22]1[CH:27]=[CH:26][C:25](B(O)O)=[CH:24][CH:23]=1.C([O-])([O-])=O.[K+].[K+]. (2) The reactants are: [CH2:1]([O:3][C:4](=[O:18])[CH2:5][CH2:6][C:7]1[C:11]2[CH:12]=[C:13]([CH:16]=O)[CH:14]=[CH:15][C:10]=2[O:9][CH:8]=1)[CH3:2].[S:19]1[CH2:23][C:22](=[O:24])[NH:21][C:20]1=[O:25]. Given the product [CH2:1]([O:3][C:4](=[O:18])[CH2:5][CH2:6][C:7]1[C:11]2[CH:12]=[C:13]([CH:16]=[C:23]3[S:19][C:20](=[O:25])[NH:21][C:22]3=[O:24])[CH:14]=[CH:15][C:10]=2[O:9][CH:8]=1)[CH3:2], predict the reactants needed to synthesize it. (3) The reactants are: [Cl:1][C:2]1[N:7]=[C:6]([C:8]2[S:12][C:11]([CH:13]([CH3:15])[CH3:14])=[N:10][C:9]=2[C:16]2[C:17]([F:23])=[C:18]([CH:20]=[CH:21][CH:22]=2)[NH2:19])[CH:5]=[CH:4][N:3]=1.[N:24]1[CH:29]=[CH:28][CH:27]=[C:26]([S:30](Cl)(=[O:32])=[O:31])[CH:25]=1. Given the product [Cl:1][C:2]1[N:7]=[C:6]([C:8]2[S:12][C:11]([CH:13]([CH3:15])[CH3:14])=[N:10][C:9]=2[C:16]2[C:17]([F:23])=[C:18]([NH:19][S:30]([C:26]3[CH:25]=[N:24][CH:29]=[CH:28][CH:27]=3)(=[O:32])=[O:31])[CH:20]=[CH:21][CH:22]=2)[CH:5]=[CH:4][N:3]=1, predict the reactants needed to synthesize it. (4) Given the product [O:50]=[S:2]1(=[O:1])[CH2:7][CH2:6][N:5]([CH2:8][CH2:9][NH:10][C@:11]23[CH2:46][CH2:45][C@@H:44]([C:47]([OH:61])([CH3:49])[CH3:48])[C@@H:12]2[C@@H:13]2[C@@:26]([CH3:29])([CH2:27][CH2:28]3)[C@@:25]3([CH3:30])[C@@H:16]([C@:17]4([CH3:43])[C@@H:22]([CH2:23][CH2:24]3)[C:21]([CH3:32])([CH3:31])[C:20]([C:33]3[CH2:38][CH2:37][CH:36]([C:39]([O:41][CH3:42])=[O:40])[CH2:35][CH:34]=3)=[CH:19][CH2:18]4)[CH2:15][CH2:14]2)[CH2:4][CH2:3]1, predict the reactants needed to synthesize it. The reactants are: [O:1]=[S:2]1(=[O:50])[CH2:7][CH2:6][N:5]([CH2:8][CH2:9][NH:10][C@:11]23[CH2:46][CH2:45][C@@H:44]([C:47]([CH3:49])=[CH2:48])[C@@H:12]2[C@@H:13]2[C@@:26]([CH3:29])([CH2:27][CH2:28]3)[C@@:25]3([CH3:30])[C@@H:16]([C@:17]4([CH3:43])[C@@H:22]([CH2:23][CH2:24]3)[C:21]([CH3:32])([CH3:31])[C:20]([C:33]3[CH2:38][CH2:37][CH:36]([C:39]([O:41][CH3:42])=[O:40])[CH2:35][CH:34]=3)=[CH:19][CH2:18]4)[CH2:15][CH2:14]2)[CH2:4][CH2:3]1.C1([SiH3])C=CC=CC=1.C1C[O:61]CC1. (5) Given the product [OH:5][C:4]1[CH:3]=[C:2]([CH:10]=[CH:9][C:6]=1[O:7][CH3:8])[C:1]([O:12][CH3:14])=[O:11], predict the reactants needed to synthesize it. The reactants are: [C:1]([OH:12])(=[O:11])[C:2]1[CH:10]=[CH:9][C:6]([O:7][CH3:8])=[C:4]([OH:5])[CH:3]=1.O.[C:14]1(C)C=CC(S(O)(=O)=O)=CC=1. (6) Given the product [NH2:14][C:15]1[CH:24]=[C:23]([C:25]2[CH:26]=[CH:27][CH:28]=[CH:29][CH:30]=2)[C:22]2[C:17](=[CH:18][C:19]([S:31][C:32]3[CH:33]=[C:34]([C:38]([OH:43])([CH2:41][CH3:42])[CH2:39][CH3:40])[CH:35]=[CH:36][CH:37]=3)=[CH:20][CH:21]=2)[N:16]=1, predict the reactants needed to synthesize it. The reactants are: C(=[N:14][C:15]1[CH:24]=[C:23]([C:25]2[CH:30]=[CH:29][CH:28]=[CH:27][CH:26]=2)[C:22]2[C:17](=[CH:18][C:19]([S:31][C:32]3[CH:33]=[C:34]([C:38]([OH:43])([CH2:41][CH3:42])[CH2:39][CH3:40])[CH:35]=[CH:36][CH:37]=3)=[CH:20][CH:21]=2)[N:16]=1)(C1C=CC=CC=1)C1C=CC=CC=1.Cl.NO.C([O-])(=O)C.[K+]. (7) Given the product [NH2:24][CH2:9][CH2:8][P:7]([C:14]1[CH:19]=[CH:18][CH:17]=[CH:16][CH:15]=1)[C:4]1[CH:5]=[CH:6][CH:1]=[CH:2][CH:3]=1, predict the reactants needed to synthesize it. The reactants are: [CH:1]1[CH:6]=[CH:5][C:4]([P:7]([C:14]2[CH:19]=[CH:18][CH:17]=[CH:16][CH:15]=2)[C:8]2C=CC=C[CH:9]=2)=[CH:3][CH:2]=1.Cl.ClCC[NH2:24].O. (8) Given the product [CH:1]1([NH:4][C:5]2[C:10]([C:11]([OH:13])=[O:12])=[CH:9][C:8]([F:16])=[C:7]([N:17]3[CH2:18][CH2:19][N:20]([CH3:23])[CH2:21][CH2:22]3)[N:6]=2)[CH2:2][CH2:3]1, predict the reactants needed to synthesize it. The reactants are: [CH:1]1([NH:4][C:5]2[C:10]([C:11]([O:13]CC)=[O:12])=[CH:9][C:8]([F:16])=[C:7]([N:17]3[CH2:22][CH2:21][N:20]([CH3:23])[CH2:19][CH2:18]3)[N:6]=2)[CH2:3][CH2:2]1.[OH-].[Na+].